Dataset: Full USPTO retrosynthesis dataset with 1.9M reactions from patents (1976-2016). Task: Predict the reactants needed to synthesize the given product. (1) Given the product [C:6]1([CH:30]=[CH:31][C:32]2[CH:37]=[CH:36][CH:35]=[CH:34][CH:33]=2)[CH:7]=[CH:2][CH:3]=[CH:4][C:5]=1[Si:8]([C:23]1[CH:28]=[CH:27][CH:26]=[CH:25][C:24]=1[CH:30]=[CH:31][C:32]1[CH:37]=[CH:36][CH:35]=[CH:34][CH:33]=1)([C:16]1[CH:21]=[CH:20][CH:19]=[CH:18][C:17]=1[CH:30]=[CH:31][C:32]1[CH:37]=[CH:36][CH:35]=[CH:34][CH:33]=1)[C:9]1[CH:14]=[CH:13][CH:12]=[CH:11][C:10]=1[CH:30]=[CH:31][C:32]1[CH:37]=[CH:36][CH:35]=[CH:34][CH:33]=1, predict the reactants needed to synthesize it. The reactants are: Br[C:2]1[CH:7]=[CH:6][C:5]([Si:8]([C:23]2[CH:28]=[CH:27][C:26](Br)=[CH:25][CH:24]=2)([C:16]2[CH:21]=[CH:20][C:19](Br)=[CH:18][CH:17]=2)[C:9]2[CH:14]=[CH:13][C:12](Br)=[CH:11][CH:10]=2)=[CH:4][CH:3]=1.[CH2:30]=[CH:31][C:32]1[CH:37]=[CH:36][CH:35]=[CH:34][CH:33]=1.C([O-])([O-])=O.[K+].[K+]. (2) Given the product [OH:50][CH2:46][CH2:47][C:48]1[N:38]=[N:37][N:36]([CH2:35][C:31]2[CH:30]=[C:29]([CH:34]=[CH:33][CH:32]=2)[C:28]([NH:27][C:16]2[CH:17]=[CH:18][C:19]([N:21]3[CH2:26][CH2:25][CH2:24][CH2:23][CH2:22]3)=[CH:20][C:15]=2[C:11]2[CH:10]=[C:9]([CH:14]=[CH:13][N:12]=2)[C:8]([NH:7][CH2:6][C:5]2[CH:41]=[CH:42][CH:43]=[C:3]([C:2]([F:1])([F:44])[F:45])[CH:4]=2)=[O:40])=[O:39])[CH:49]=1, predict the reactants needed to synthesize it. The reactants are: [F:1][C:2]([F:45])([F:44])[C:3]1[CH:4]=[C:5]([CH:41]=[CH:42][CH:43]=1)[CH2:6][NH:7][C:8](=[O:40])[C:9]1[CH:14]=[CH:13][N:12]=[C:11]([C:15]2[CH:20]=[C:19]([N:21]3[CH2:26][CH2:25][CH2:24][CH2:23][CH2:22]3)[CH:18]=[CH:17][C:16]=2[NH:27][C:28](=[O:39])[C:29]2[CH:34]=[CH:33][CH:32]=[C:31]([CH2:35][N:36]=[N+:37]=[N-:38])[CH:30]=2)[CH:10]=1.[CH2:46]([OH:50])[CH2:47][C:48]#[CH:49]. (3) Given the product [C:13]([O:12][C:4]1[C:5]2[O:10][CH2:9][CH2:8][O:7][C:6]=2[CH:11]=[C:2]([Br:1])[CH:3]=1)(=[O:15])[CH3:14], predict the reactants needed to synthesize it. The reactants are: [Br:1][C:2]1[CH:3]=[C:4]([OH:12])[C:5]2[O:10][CH2:9][CH2:8][O:7][C:6]=2[CH:11]=1.[C:13](Cl)(=[O:15])[CH3:14]. (4) Given the product [CH3:1][C:2]1([CH3:22])[O:6][C@H:5]([CH2:7][N:8]2[CH:12]=[CH:11][C:10]([NH2:13])=[N:9]2)[CH2:4][O:3]1, predict the reactants needed to synthesize it. The reactants are: [CH3:1][C:2]1([CH3:22])[O:6][C@H:5]([CH2:7][N:8]2[CH:12]=[CH:11][C:10]([NH:13]C(=O)C3C=CC=CC=3)=[N:9]2)[CH2:4][O:3]1.O.[OH-].[Na+]. (5) Given the product [NH2:1][C:2]1[C:7]([C:8]#[N:9])=[C:6]([S:10][CH3:11])[C:5]([C:12]#[N:13])=[C:4]([S:14][CH2:16][C:17]2[N:18]=[C:19]([C:22]3[CH:27]=[CH:26][C:25]([Cl:28])=[CH:24][CH:23]=3)[S:20][CH:21]=2)[N:3]=1, predict the reactants needed to synthesize it. The reactants are: [NH2:1][C:2]1[C:7]([C:8]#[N:9])=[C:6]([S:10][CH3:11])[C:5]([C:12]#[N:13])=[C:4]([SH:14])[N:3]=1.Cl[CH2:16][C:17]1[N:18]=[C:19]([C:22]2[CH:27]=[CH:26][C:25]([Cl:28])=[CH:24][CH:23]=2)[S:20][CH:21]=1.C(=O)(O)[O-].[Na+]. (6) Given the product [CH2:12]([O:11][C:4]1[C:3]([F:14])=[C:2]([CH:7]=[CH:6][C:5]=1[O:8][CH2:9][CH3:10])[C:16]#[N:17])[CH3:13], predict the reactants needed to synthesize it. The reactants are: Br[C:2]1[CH:7]=[CH:6][C:5]([O:8][CH2:9][CH3:10])=[C:4]([O:11][CH2:12][CH3:13])[C:3]=1[F:14].[Cu][C:16]#[N:17].C(OCC)(=O)C.[NH4+].